This data is from Forward reaction prediction with 1.9M reactions from USPTO patents (1976-2016). The task is: Predict the product of the given reaction. Given the reactants [CH:1]1([N:4]([CH:18]2[CH2:23][CH2:22][NH:21][CH2:20][CH2:19]2)[C:5](=[O:17])[C:6]2[CH:11]=[CH:10][C:9]([C:12]3[O:16][CH:15]=[N:14][CH:13]=3)=[CH:8][CH:7]=2)[CH2:3][CH2:2]1.Cl[C:25]1[N:30]=[CH:29][CH:28]=[CH:27][N:26]=1, predict the reaction product. The product is: [CH:1]1([N:4]([CH:18]2[CH2:23][CH2:22][N:21]([C:25]3[N:30]=[CH:29][CH:28]=[CH:27][N:26]=3)[CH2:20][CH2:19]2)[C:5](=[O:17])[C:6]2[CH:7]=[CH:8][C:9]([C:12]3[O:16][CH:15]=[N:14][CH:13]=3)=[CH:10][CH:11]=2)[CH2:3][CH2:2]1.